This data is from Forward reaction prediction with 1.9M reactions from USPTO patents (1976-2016). The task is: Predict the product of the given reaction. (1) Given the reactants Cl[C:2]1[C:11]2[C:6](=[CH:7][CH:8]=[CH:9][CH:10]=2)[N:5]2[N:12]=[CH:13][C:14]([C:15]([O:17][CH3:18])=[O:16])=[C:4]2[N:3]=1.[Cl:19][C:20]1[CH:26]=[CH:25][CH:24]=[CH:23][C:21]=1[NH2:22].CO, predict the reaction product. The product is: [Cl:19][C:20]1[CH:26]=[CH:25][CH:24]=[CH:23][C:21]=1[NH:22][C:2]1[C:11]2[C:6](=[CH:7][CH:8]=[CH:9][CH:10]=2)[N:5]2[N:12]=[CH:13][C:14]([C:15]([O:17][CH3:18])=[O:16])=[C:4]2[N:3]=1. (2) The product is: [C:20]([O:19][C:17]([NH:24][C@H:25]([C:30]([NH:15][C@H:11]([C:10]([O:9][CH2:2][C:3]1[CH:8]=[CH:7][CH:6]=[CH:5][CH:4]=1)=[O:16])[CH2:12][O:13][CH3:14])=[O:31])[CH2:26][CH2:27][S:28][CH3:29])=[O:18])([CH3:23])([CH3:22])[CH3:21]. Given the reactants Cl.[CH2:2]([O:9][C:10](=[O:16])[C@@H:11]([NH2:15])[CH2:12][O:13][CH3:14])[C:3]1[CH:8]=[CH:7][CH:6]=[CH:5][CH:4]=1.[C:17]([NH:24][C@H:25]([C:30](O)=[O:31])[CH2:26][CH2:27][S:28][CH3:29])([O:19][C:20]([CH3:23])([CH3:22])[CH3:21])=[O:18].C(N(CC)C(C)C)(C)C.CN(C(ON1N=NC2C=CC=CC1=2)=[N+](C)C)C.[B-](F)(F)(F)F, predict the reaction product.